Dataset: Reaction yield outcomes from USPTO patents with 853,638 reactions. Task: Predict the reaction yield, written as a fraction of the theoretical maximum amount of product (1.0 means a 100% yield; for example, 0.34 means a 34% yield). (1) The reactants are Cl.[N:2]1[CH:7]=[CH:6][CH:5]=[C:4]([S:8](Cl)(=[O:10])=[O:9])[CH:3]=1.[NH2:12][C:13]1[CH:14]=[C:15]([C@@H:19]([NH:21][C:22]2[CH:27]=[N:26][CH:25]=[C:24]([Cl:28])[N:23]=2)[CH3:20])[CH:16]=[CH:17][CH:18]=1.C(N(CC)CC)C. The catalyst is ClCCl.C(OCC)(=O)C. The product is [Cl:28][C:24]1[N:23]=[C:22]([NH:21][C@H:19]([C:15]2[CH:14]=[C:13]([NH:12][S:8]([C:4]3[CH:3]=[N:2][CH:7]=[CH:6][CH:5]=3)(=[O:10])=[O:9])[CH:18]=[CH:17][CH:16]=2)[CH3:20])[CH:27]=[N:26][CH:25]=1. The yield is 0.280. (2) The reactants are CS([C:5]1[N:15]=[C:8]2[N:9]=[C:10]([CH3:14])[CH:11]=[C:12]([CH3:13])[N:7]2[N:6]=1)(=O)=O.[CH:16]1([CH2:21][CH2:22][CH2:23][OH:24])[CH2:20][CH2:19][CH2:18][CH2:17]1. No catalyst specified. The product is [CH:16]1([CH2:21][CH2:22][CH2:23][O:24][C:5]2[N:15]=[C:8]3[N:9]=[C:10]([CH3:14])[CH:11]=[C:12]([CH3:13])[N:7]3[N:6]=2)[CH2:20][CH2:19][CH2:18][CH2:17]1. The yield is 0.520. (3) The reactants are C[O:2][C:3](=[O:15])[C:4]([C:6]1[CH:11]=[CH:10][C:9]([S:12][CH3:13])=[C:8]([Cl:14])[CH:7]=1)=[O:5].[OH-].[Na+].Cl. The catalyst is C1(C)C=CC=CC=1. The product is [Cl:14][C:8]1[CH:7]=[C:6]([C:4](=[O:5])[C:3]([OH:15])=[O:2])[CH:11]=[CH:10][C:9]=1[S:12][CH3:13]. The yield is 0.980. (4) The reactants are [NH2:1][C:2]1[CH:3]=[C:4]([Cl:22])[CH:5]=[C:6]2[C:14]=1[NH:13][C:12]1[CH:11]=[N:10][CH:9]=[C:8]([NH:15][C:16](=[O:21])[C:17]([F:20])([F:19])[F:18])[C:7]2=1.[CH3:23][C:24]1[N:32]=[CH:31][CH:30]=[CH:29][C:25]=1[C:26](O)=[O:27].CCN=C=NCCCN(C)C. The catalyst is N1C=CC=CC=1. The product is [Cl:22][C:4]1[CH:5]=[C:6]2[C:14](=[C:2]([NH:1][C:26](=[O:27])[C:25]3[CH:29]=[CH:30][CH:31]=[N:32][C:24]=3[CH3:23])[CH:3]=1)[NH:13][C:12]1[CH:11]=[N:10][CH:9]=[C:8]([NH:15][C:16](=[O:21])[C:17]([F:20])([F:19])[F:18])[C:7]2=1. The yield is 0.0300. (5) The reactants are [F:1][C:2]1[CH:7]=[C:6]([NH:8][CH2:9][C:10]2[CH:11]=[C:12]([C:16]3[C:21]([CH3:22])=[CH:20][C:19]([O:23]COC)=[CH:18][C:17]=3[CH3:27])[CH:13]=[CH:14][CH:15]=2)[CH:5]=[CH:4][C:3]=1[CH2:28][CH2:29][C:30]([OH:32])=[O:31].CS(O)(=O)=O. The catalyst is C(OCC)(=O)C.C(OCC)C. The product is [F:1][C:2]1[CH:7]=[C:6]([NH:8][CH2:9][C:10]2[CH:11]=[C:12]([C:16]3[C:17]([CH3:27])=[CH:18][C:19]([OH:23])=[CH:20][C:21]=3[CH3:22])[CH:13]=[CH:14][CH:15]=2)[CH:5]=[CH:4][C:3]=1[CH2:28][CH2:29][C:30]([OH:32])=[O:31]. The yield is 0.0900. (6) The yield is 0.340. The reactants are [F:1][CH2:2][C:3](Cl)=[O:4].[N:6]1[N:7]=[C:8]([C:15]2[CH:24]=[CH:23][C:22]3[C:17](=[C:18]([O:25][CH2:26][C:27]([CH3:31])([CH3:30])[CH2:28][NH2:29])[CH:19]=[CH:20][CH:21]=3)[N:16]=2)[N:9]2[CH:14]=[CH:13][CH:12]=[CH:11][C:10]=12.C(N(C(C)C)CC)(C)C. The catalyst is C(Cl)Cl. The product is [N:6]1[N:7]=[C:8]([C:15]2[CH:24]=[CH:23][C:22]3[C:17](=[C:18]([O:25][CH2:26][C:27]([CH3:31])([CH3:30])[CH2:28][NH:29][C:3](=[O:4])[CH2:2][F:1])[CH:19]=[CH:20][CH:21]=3)[N:16]=2)[N:9]2[CH:14]=[CH:13][CH:12]=[CH:11][C:10]=12. (7) The reactants are [NH2:1][C:2]1[C:22]([CH:23]2[CH2:25][CH2:24]2)=[CH:21][C:5]2[C:6]([C:16]([O:18][CH2:19][CH3:20])=[O:17])=[C:7]([C:9]3[CH:14]=[CH:13][C:12]([F:15])=[CH:11][CH:10]=3)[O:8][C:4]=2[CH:3]=1.[Br:26][C:27]1[CH:28]=[C:29](B(O)O)[CH:30]=[CH:31][CH:32]=1.C(N(CC)CC)C. The catalyst is CCOC(C)=O.C([O-])(=O)C.[Cu+2].C([O-])(=O)C. The product is [Br:26][C:27]1[CH:32]=[C:31]([NH:1][C:2]2[C:22]([CH:23]3[CH2:25][CH2:24]3)=[CH:21][C:5]3[C:6]([C:16]([O:18][CH2:19][CH3:20])=[O:17])=[C:7]([C:9]4[CH:10]=[CH:11][C:12]([F:15])=[CH:13][CH:14]=4)[O:8][C:4]=3[CH:3]=2)[CH:30]=[CH:29][CH:28]=1. The yield is 0.510. (8) The reactants are Br[C:2]1[CH:3]=[C:4]2[C:8](=[CH:9][CH:10]=1)[C:7](=[O:11])[NH:6][CH2:5]2.[B:12]1([B:12]2[O:16][C:15]([CH3:18])([CH3:17])[C:14]([CH3:20])([CH3:19])[O:13]2)[O:16][C:15]([CH3:18])([CH3:17])[C:14]([CH3:20])([CH3:19])[O:13]1.CC([O-])=O.[K+]. The catalyst is O1CCOCC1. The product is [CH3:19][C:14]1([CH3:20])[C:15]([CH3:18])([CH3:17])[O:16][B:12]([C:2]2[CH:3]=[C:4]3[C:8](=[CH:9][CH:10]=2)[C:7](=[O:11])[NH:6][CH2:5]3)[O:13]1. The yield is 0.660.